From a dataset of NCI-60 drug combinations with 297,098 pairs across 59 cell lines. Regression. Given two drug SMILES strings and cell line genomic features, predict the synergy score measuring deviation from expected non-interaction effect. (1) Drug 1: C1=CN(C(=O)N=C1N)C2C(C(C(O2)CO)O)O.Cl. Drug 2: C1=NC(=NC(=O)N1C2C(C(C(O2)CO)O)O)N. Cell line: SNB-19. Synergy scores: CSS=34.1, Synergy_ZIP=-0.452, Synergy_Bliss=1.37, Synergy_Loewe=0.185, Synergy_HSA=2.84. (2) Cell line: SF-295. Drug 1: C1CCC(C1)C(CC#N)N2C=C(C=N2)C3=C4C=CNC4=NC=N3. Synergy scores: CSS=8.25, Synergy_ZIP=-3.30, Synergy_Bliss=-2.80, Synergy_Loewe=-3.81, Synergy_HSA=-1.34. Drug 2: C1C(C(OC1N2C=NC(=NC2=O)N)CO)O.